The task is: Regression. Given a peptide amino acid sequence and an MHC pseudo amino acid sequence, predict their binding affinity value. This is MHC class I binding data.. This data is from Peptide-MHC class I binding affinity with 185,985 pairs from IEDB/IMGT. (1) The peptide sequence is PTNKLQAAVM. The MHC is HLA-A02:01 with pseudo-sequence HLA-A02:01. The binding affinity (normalized) is 0.0488. (2) The binding affinity (normalized) is 0.872. The peptide sequence is GVEPGHAFY. The MHC is SLA-10401 with pseudo-sequence SLA-10401. (3) The peptide sequence is DYCLTHIVNL. The MHC is HLA-A24:02 with pseudo-sequence HLA-A24:02. The binding affinity (normalized) is 0.132. (4) The peptide sequence is SSKGLACYR. The MHC is Patr-A0101 with pseudo-sequence Patr-A0101. The binding affinity (normalized) is 0.499. (5) The peptide sequence is ITRKEAEQF. The MHC is HLA-A02:01 with pseudo-sequence HLA-A02:01. The binding affinity (normalized) is 0.0847. (6) The peptide sequence is DEWVVEVLEEL. The binding affinity (normalized) is 0.182. The MHC is Mamu-B01 with pseudo-sequence Mamu-B01. (7) The peptide sequence is QDAANAGNLL. The MHC is H-2-Db with pseudo-sequence H-2-Db. The binding affinity (normalized) is 0.